Dataset: Forward reaction prediction with 1.9M reactions from USPTO patents (1976-2016). Task: Predict the product of the given reaction. (1) Given the reactants [CH3:1][N:2]([N:4]=[N:5][C:6]1[C:10]2[CH2:11][CH2:12][CH2:13][CH2:14][C:9]=2[Se:8][C:7]=1[C:15]([O:17]C)=[O:16])[CH3:3].[OH-].[Na+], predict the reaction product. The product is: [CH3:3][N:2]([N:4]=[N:5][C:6]1[C:10]2[CH2:11][CH2:12][CH2:13][CH2:14][C:9]=2[Se:8][C:7]=1[C:15]([OH:17])=[O:16])[CH3:1]. (2) Given the reactants [O:1]1[C:10]2[C:5](=[CH:6][CH:7]=[C:8]3[CH:14]=[CH:13][CH:12]=[CH:11][C:9]3=2)[CH2:4][CH2:3][C@@H:2]1[CH2:15][OH:16].[C:17]1([CH3:27])[CH:22]=[CH:21][C:20]([S:23](Cl)(=[O:25])=[O:24])=[CH:19][CH:18]=1.C(N(CC)C(C)C)(C)C, predict the reaction product. The product is: [CH3:27][C:17]1[CH:22]=[CH:21][C:20]([S:23]([O:16][CH2:15][C@H:2]2[CH2:3][CH2:4][C:5]3[C:10](=[C:9]4[CH:11]=[CH:12][CH:13]=[CH:14][C:8]4=[CH:7][CH:6]=3)[O:1]2)(=[O:25])=[O:24])=[CH:19][CH:18]=1. (3) Given the reactants BrBr.[NH2:3][C:4]([NH2:6])=[S:5].CC[N:9](C(C)C)[CH:10]([CH3:12])[CH3:11].CO.C(Cl)Cl.[CH2:21]1[CH2:25][O:24][CH2:23][CH2:22]1, predict the reaction product. The product is: [NH2:3][C:4]1[S:5][C:22]2[C:23](=[O:24])[NH:9][C:10]([CH3:12])([CH3:11])[CH2:25][C:21]=2[N:6]=1. (4) The product is: [C:1]([C:2]1([NH:21][C:20]2[CH:22]=[CH:23][C:17]([I:16])=[CH:18][CH:19]=2)[CH2:7][CH2:6][N:5]([C:8]([O:10][C:11]([CH3:14])([CH3:13])[CH3:12])=[O:30])[CH:4]([CH3:24])[CH2:3]1)#[N:31]. Given the reactants [CH3:1][CH:2]1[CH2:7][CH2:6][N:5]([C:8]([O:10][C:11]([CH3:14])([CH3:13])[CH3:12])=O)[C:4](=O)[CH2:3]1.[I:16][C:17]1[CH:23]=[CH:22][C:20]([NH2:21])=[CH:19][CH:18]=1.[CH3:24][Si](C#N)(C)C.[OH-:30].[NH4+:31], predict the reaction product. (5) Given the reactants [F:1][C:2]1[C:7]([F:8])=[CH:6][CH:5]=[CH:4][C:3]=1[CH2:9][CH2:10][OH:11].CCN(CC)CC.[S:19](Cl)([C:22]1[CH:28]=[CH:27][C:25]([CH3:26])=[CH:24][CH:23]=1)(=[O:21])=[O:20], predict the reaction product. The product is: [CH3:26][C:25]1[CH:27]=[CH:28][C:22]([S:19]([O:11][CH2:10][CH2:9][C:3]2[CH:4]=[CH:5][CH:6]=[C:7]([F:8])[C:2]=2[F:1])(=[O:21])=[O:20])=[CH:23][CH:24]=1. (6) Given the reactants [CH3:1][C:2]1[N:7]=[C:6]2[S:8][C:9]3[CH2:13][CH2:12][CH2:11][C:10]=3[C:5]2=[C:4]([C:14]2[CH:19]=[CH:18][C:17]([Cl:20])=[CH:16][CH:15]=2)[C:3]=1[CH2:21][C:22]([O:24][CH3:25])=[O:23].[Li+].C[Si]([N-][Si](C)(C)C)(C)C.[CH2:36]1[CH2:40]OC[CH2:37]1.ICCC, predict the reaction product. The product is: [CH3:1][C:2]1[N:7]=[C:6]2[S:8][C:9]3[CH2:13][CH2:12][CH2:11][C:10]=3[C:5]2=[C:4]([C:14]2[CH:19]=[CH:18][C:17]([Cl:20])=[CH:16][CH:15]=2)[C:3]=1[CH:21]([CH2:37][CH2:36][CH3:40])[C:22]([O:24][CH3:25])=[O:23]. (7) Given the reactants [OH-].[Na+].BrBr.[C:5]12([C:12](=[O:14])C)[CH2:11][CH:10]1[CH2:9][CH2:8][CH2:7][CH2:6]2.S(=O)(O)[O-:16].[Na+], predict the reaction product. The product is: [C:5]12([C:12]([OH:14])=[O:16])[CH2:11][CH:10]1[CH2:9][CH2:8][CH2:7][CH2:6]2. (8) Given the reactants [NH2:1][C:2]1[N:6]([CH:7]2[CH2:12][CH2:11][CH2:10][N:9]([C:13]#[N:14])[CH2:8]2)[N:5]=[C:4]([C:15]2[CH:20]=[CH:19][C:18]([O:21][C:22]3[CH:27]=[CH:26][C:25](Cl)=[CH:24][N:23]=3)=[CH:17][CH:16]=2)[C:3]=1[C:29]([NH2:31])=[O:30].[F:32]C1C=CC(F)=CN=1, predict the reaction product. The product is: [NH2:1][C:2]1[N:6]([CH:7]2[CH2:12][CH2:11][CH2:10][N:9]([C:13]#[N:14])[CH2:8]2)[N:5]=[C:4]([C:15]2[CH:20]=[CH:19][C:18]([O:21][C:22]3[CH:27]=[CH:26][C:25]([F:32])=[CH:24][N:23]=3)=[CH:17][CH:16]=2)[C:3]=1[C:29]([NH2:31])=[O:30]. (9) Given the reactants [CH3:1][C:2]1([CH3:16])[C:10]2[C:9]3[CH:11]=[CH:12][CH:13]=[CH:14][C:8]=3[CH:7]=[CH:6][C:5]=2[N:4]=[C:3]1[CH3:15].[CH2:17]1[CH2:23][S:20](=[O:22])(=[O:21])[O:19][CH2:18]1, predict the reaction product. The product is: [CH3:1][C:2]1([CH3:16])[C:10]2[C:9]3[CH:11]=[CH:12][CH:13]=[CH:14][C:8]=3[CH:7]=[CH:6][C:5]=2[N+:4]([CH:23]([S:20]([O-:22])(=[O:21])=[O:19])[CH2:17][CH3:18])=[C:3]1[CH3:15]. (10) Given the reactants CC(OC(/N=N/C(OC(C)C)=O)=O)C.[F:15][C:16]1[CH:25]=[C:24]([OH:26])[CH:23]=[CH:22][C:17]=1[C:18]([O:20]C)=[O:19].[CH:27]([C:30]1[N:34]=[C:33]([N:35]2[CH2:40][CH2:39][CH:38]([CH2:41][CH2:42][CH2:43]O)[CH2:37][CH2:36]2)[O:32][N:31]=1)([CH3:29])[CH3:28].C1C=CC(P(C2C=CC=CC=2)C2C=CC=CC=2)=CC=1.O[Li].O, predict the reaction product. The product is: [F:15][C:16]1[CH:25]=[C:24]([O:26][CH2:43][CH2:42][CH2:41][CH:38]2[CH2:39][CH2:40][N:35]([C:33]3[O:32][N:31]=[C:30]([CH:27]([CH3:28])[CH3:29])[N:34]=3)[CH2:36][CH2:37]2)[CH:23]=[CH:22][C:17]=1[C:18]([OH:20])=[O:19].